This data is from Peptide-MHC class I binding affinity with 185,985 pairs from IEDB/IMGT. The task is: Regression. Given a peptide amino acid sequence and an MHC pseudo amino acid sequence, predict their binding affinity value. This is MHC class I binding data. (1) The peptide sequence is GSLLTCAKFK. The MHC is HLA-A11:01 with pseudo-sequence HLA-A11:01. The binding affinity (normalized) is 0.577. (2) The peptide sequence is EGQKYNQGQYM. The MHC is Mamu-A02 with pseudo-sequence Mamu-A02. The binding affinity (normalized) is 0.131.